From a dataset of NCI-60 drug combinations with 297,098 pairs across 59 cell lines. Regression. Given two drug SMILES strings and cell line genomic features, predict the synergy score measuring deviation from expected non-interaction effect. (1) Drug 1: CS(=O)(=O)CCNCC1=CC=C(O1)C2=CC3=C(C=C2)N=CN=C3NC4=CC(=C(C=C4)OCC5=CC(=CC=C5)F)Cl. Drug 2: CC1C(C(CC(O1)OC2CC(CC3=C2C(=C4C(=C3O)C(=O)C5=C(C4=O)C(=CC=C5)OC)O)(C(=O)CO)O)N)O.Cl. Cell line: NCI-H322M. Synergy scores: CSS=40.3, Synergy_ZIP=3.05, Synergy_Bliss=7.05, Synergy_Loewe=2.40, Synergy_HSA=7.36. (2) Drug 1: C1=C(C(=O)NC(=O)N1)F. Drug 2: CCCCC(=O)OCC(=O)C1(CC(C2=C(C1)C(=C3C(=C2O)C(=O)C4=C(C3=O)C=CC=C4OC)O)OC5CC(C(C(O5)C)O)NC(=O)C(F)(F)F)O. Cell line: K-562. Synergy scores: CSS=32.8, Synergy_ZIP=-7.81, Synergy_Bliss=-17.6, Synergy_Loewe=-16.8, Synergy_HSA=-16.8. (3) Drug 1: C1C(C(OC1N2C=NC3=C(N=C(N=C32)Cl)N)CO)O. Drug 2: C1CN(CCN1C(=O)CCBr)C(=O)CCBr. Cell line: UACC62. Synergy scores: CSS=58.3, Synergy_ZIP=-5.46, Synergy_Bliss=0.512, Synergy_Loewe=-9.19, Synergy_HSA=3.38. (4) Drug 1: CCCS(=O)(=O)NC1=C(C(=C(C=C1)F)C(=O)C2=CNC3=C2C=C(C=N3)C4=CC=C(C=C4)Cl)F. Drug 2: CC1=C2C(C(=O)C3(C(CC4C(C3C(C(C2(C)C)(CC1OC(=O)C(C(C5=CC=CC=C5)NC(=O)OC(C)(C)C)O)O)OC(=O)C6=CC=CC=C6)(CO4)OC(=O)C)O)C)O. Cell line: SNB-75. Synergy scores: CSS=14.0, Synergy_ZIP=-3.73, Synergy_Bliss=4.50, Synergy_Loewe=-15.8, Synergy_HSA=2.77. (5) Drug 1: CC(C)NC(=O)C1=CC=C(C=C1)CNNC.Cl. Drug 2: C1C(C(OC1N2C=NC(=NC2=O)N)CO)O. Cell line: CCRF-CEM. Synergy scores: CSS=32.4, Synergy_ZIP=3.78, Synergy_Bliss=4.08, Synergy_Loewe=-23.9, Synergy_HSA=2.00. (6) Drug 2: C1=CC=C(C(=C1)C(C2=CC=C(C=C2)Cl)C(Cl)Cl)Cl. Cell line: RXF 393. Synergy scores: CSS=26.4, Synergy_ZIP=-5.85, Synergy_Bliss=4.10, Synergy_Loewe=-32.9, Synergy_HSA=3.72. Drug 1: COC1=CC(=CC(=C1O)OC)C2C3C(COC3=O)C(C4=CC5=C(C=C24)OCO5)OC6C(C(C7C(O6)COC(O7)C8=CC=CS8)O)O. (7) Drug 1: COC1=NC(=NC2=C1N=CN2C3C(C(C(O3)CO)O)O)N. Drug 2: CC(C)CN1C=NC2=C1C3=CC=CC=C3N=C2N. Cell line: HL-60(TB). Synergy scores: CSS=0.223, Synergy_ZIP=1.09, Synergy_Bliss=1.67, Synergy_Loewe=-0.866, Synergy_HSA=-1.30.